Dataset: Forward reaction prediction with 1.9M reactions from USPTO patents (1976-2016). Task: Predict the product of the given reaction. (1) Given the reactants C([O:4][CH2:5][C:6]1[C:11]([N:12]2[C:24](=[O:25])[C:23]3[S:22][C:21]4[CH2:20][CH2:19][CH2:18][CH2:17][C:16]=4[C:15]=3[CH:14]=[N:13]2)=[CH:10][C:9]([F:26])=[CH:8][C:7]=1[C:27]1[CH:32]=[C:31]([NH:33][C:34]2[CH:39]=[CH:38][C:37]([N:40]3[CH2:45][CH2:44][N:43]([CH:46]4[CH2:49][O:48][CH2:47]4)[CH2:42][C@@H:41]3[CH2:50][CH3:51])=[CH:36][N:35]=2)[C:30](=[O:52])[N:29]([CH3:53])[CH:28]=1)(=O)C.[OH-].[Li+], predict the reaction product. The product is: [CH2:50]([C@H:41]1[CH2:42][N:43]([CH:46]2[CH2:49][O:48][CH2:47]2)[CH2:44][CH2:45][N:40]1[C:37]1[CH:38]=[CH:39][C:34]([NH:33][C:31]2[C:30](=[O:52])[N:29]([CH3:53])[CH:28]=[C:27]([C:7]3[C:6]([CH2:5][OH:4])=[C:11]([N:12]4[C:24](=[O:25])[C:23]5[S:22][C:21]6[CH2:20][CH2:19][CH2:18][CH2:17][C:16]=6[C:15]=5[CH:14]=[N:13]4)[CH:10]=[C:9]([F:26])[CH:8]=3)[CH:32]=2)=[N:35][CH:36]=1)[CH3:51]. (2) Given the reactants [Cl:1][C:2]1[C:3]([O:11][CH3:12])=[N:4][CH:5]=[C:6]([CH:10]=1)[C:7]([OH:9])=O.Cl.[CH3:14][NH:15][O:16][CH3:17], predict the reaction product. The product is: [Cl:1][C:2]1[C:3]([O:11][CH3:12])=[N:4][CH:5]=[C:6]([CH:10]=1)[C:7]([N:15]([O:16][CH3:17])[CH3:14])=[O:9]. (3) Given the reactants [CH:1]1([NH:4][C:5](=[O:32])[C:6]2[CH:11]=[CH:10][C:9]([C:12]3[N:16]4[N:17]=[C:18]([O:23][C:24]5[CH:29]=[CH:28][CH:27]=[C:26]([F:30])[CH:25]=5)[CH:19]=[C:20](SC)[C:15]4=[N:14][CH:13]=3)=[CH:8][C:7]=2[CH3:31])[CH2:3][CH2:2]1.O[O:34][S:35]([O-:37])=O.[K+].[CH3:39]N(C=O)C, predict the reaction product. The product is: [CH:1]1([NH:4][C:5](=[O:32])[C:6]2[CH:11]=[CH:10][C:9]([C:12]3[N:16]4[N:17]=[C:18]([O:23][C:24]5[CH:29]=[CH:28][CH:27]=[C:26]([F:30])[CH:25]=5)[CH:19]=[C:20]([S:35]([CH3:39])(=[O:37])=[O:34])[C:15]4=[N:14][CH:13]=3)=[CH:8][C:7]=2[CH3:31])[CH2:2][CH2:3]1. (4) Given the reactants C(O[C:4]([C:6]1[S:14][C:13]2[C:12]([F:15])=[CH:11][N:10]=[CH:9][C:8]=2[C:7]=1[NH:16][C:17]1[CH:22]=[CH:21][C:20]([I:23])=[CH:19][C:18]=1[F:24])=[O:5])C.[OH-].[Na+].[CH:27]([O:29][CH2:30][CH2:31][O:32][NH2:33])=[CH2:28].CCN=C=NCCCN(C)C.C1C=CC2N(O)N=NC=2C=1, predict the reaction product. The product is: [CH:27]([O:29][CH2:30][CH2:31][O:32][NH:33][C:4]([C:6]1[S:14][C:13]2[C:12]([F:15])=[CH:11][N:10]=[CH:9][C:8]=2[C:7]=1[NH:16][C:17]1[CH:22]=[CH:21][C:20]([I:23])=[CH:19][C:18]=1[F:24])=[O:5])=[CH2:28].